This data is from NCI-60 drug combinations with 297,098 pairs across 59 cell lines. The task is: Regression. Given two drug SMILES strings and cell line genomic features, predict the synergy score measuring deviation from expected non-interaction effect. (1) Drug 1: C1=C(C(=O)NC(=O)N1)F. Drug 2: C1=NC2=C(N=C(N=C2N1C3C(C(C(O3)CO)O)O)F)N. Cell line: HCC-2998. Synergy scores: CSS=25.7, Synergy_ZIP=-14.4, Synergy_Bliss=-27.2, Synergy_Loewe=-18.7, Synergy_HSA=-18.5. (2) Drug 1: CC1=CC2C(CCC3(C2CCC3(C(=O)C)OC(=O)C)C)C4(C1=CC(=O)CC4)C. Drug 2: CC1C(C(=O)NC(C(=O)N2CCCC2C(=O)N(CC(=O)N(C(C(=O)O1)C(C)C)C)C)C(C)C)NC(=O)C3=C4C(=C(C=C3)C)OC5=C(C(=O)C(=C(C5=N4)C(=O)NC6C(OC(=O)C(N(C(=O)CN(C(=O)C7CCCN7C(=O)C(NC6=O)C(C)C)C)C)C(C)C)C)N)C. Cell line: CAKI-1. Synergy scores: CSS=2.81, Synergy_ZIP=13.1, Synergy_Bliss=17.1, Synergy_Loewe=13.2, Synergy_HSA=13.2. (3) Drug 1: CCN(CC)CCCC(C)NC1=C2C=C(C=CC2=NC3=C1C=CC(=C3)Cl)OC. Drug 2: CC12CCC3C(C1CCC2OP(=O)(O)O)CCC4=C3C=CC(=C4)OC(=O)N(CCCl)CCCl.[Na+]. Cell line: OVCAR3. Synergy scores: CSS=29.7, Synergy_ZIP=-7.52, Synergy_Bliss=-9.93, Synergy_Loewe=-15.2, Synergy_HSA=-12.6. (4) Drug 1: CS(=O)(=O)CCNCC1=CC=C(O1)C2=CC3=C(C=C2)N=CN=C3NC4=CC(=C(C=C4)OCC5=CC(=CC=C5)F)Cl. Drug 2: B(C(CC(C)C)NC(=O)C(CC1=CC=CC=C1)NC(=O)C2=NC=CN=C2)(O)O. Cell line: BT-549. Synergy scores: CSS=59.1, Synergy_ZIP=3.60, Synergy_Bliss=1.67, Synergy_Loewe=-50.2, Synergy_HSA=-4.76.